From a dataset of Full USPTO retrosynthesis dataset with 1.9M reactions from patents (1976-2016). Predict the reactants needed to synthesize the given product. (1) Given the product [CH3:10][S:11]([O:13][CH2:16][C:17]1[CH:18]=[C:19]([NH:27][C:28]([N:30]2[C:38]3[C:33](=[CH:34][C:35]([O:39][C:40]4[C:41]5[CH2:49][CH2:48][N:47]([C:50]([O:52][C:53]([CH3:56])([CH3:55])[CH3:54])=[O:51])[CH2:46][C:42]=5[N:43]=[CH:44][N:45]=4)=[CH:36][CH:37]=3)[CH:32]=[CH:31]2)=[O:29])[CH:20]=[C:21]([C:23]([F:26])([F:25])[F:24])[CH:22]=1)(=[O:59])=[O:12], predict the reactants needed to synthesize it. The reactants are: CCN(C(C)C)C(C)C.[CH3:10][S:11](Cl)(=[O:13])=[O:12].Cl[CH2:16][C:17]1[CH:18]=[C:19]([NH:27][C:28]([N:30]2[C:38]3[C:33](=[CH:34][C:35]([O:39][C:40]4[C:41]5[CH2:49][CH2:48][N:47]([C:50]([O:52][C:53]([CH3:56])([CH3:55])[CH3:54])=[O:51])[CH2:46][C:42]=5[N:43]=[CH:44][N:45]=4)=[CH:36][CH:37]=3)[CH:32]=[CH:31]2)=[O:29])[CH:20]=[C:21]([C:23]([F:26])([F:25])[F:24])[CH:22]=1.CC[O:59]C(C)=O. (2) Given the product [CH2:1]([O:8][C:9]1[CH:14]=[C:13]([C:36]2[CH:37]=[CH:32][CH:33]=[C:34]([CH2:38][C:39]([O:41][CH3:42])=[O:40])[CH:35]=2)[CH:12]=[CH:11][C:10]=1[O:18][CH3:19])[C:2]1[CH:7]=[CH:6][CH:5]=[CH:4][CH:3]=1, predict the reactants needed to synthesize it. The reactants are: [CH2:1]([O:8][CH:9]1[CH:14]=[CH:13][CH:12]=[CH:11][C:10]1([O:18][CH3:19])B(O)O)[C:2]1[CH:7]=[CH:6][CH:5]=[CH:4][CH:3]=1.C(O)C(O)C.C(=O)([O-])[O-].[K+].[K+].Br[C:32]1[CH:33]=[C:34]([CH2:38][C:39]([O:41][CH3:42])=[O:40])[CH:35]=[CH:36][CH:37]=1.Cl. (3) Given the product [O:22]1[CH2:23][CH:24]=[C:25]([C:2]2[C:3]([O:8][CH:9]3[CH2:14][CH2:13][N:12]([C:15]([O:17][C:18]([CH3:21])([CH3:20])[CH3:19])=[O:16])[CH2:11][CH2:10]3)=[N:4][CH:5]=[CH:6][CH:7]=2)[CH2:26][CH2:27]1, predict the reactants needed to synthesize it. The reactants are: Br[C:2]1[C:3]([O:8][CH:9]2[CH2:14][CH2:13][N:12]([C:15]([O:17][C:18]([CH3:21])([CH3:20])[CH3:19])=[O:16])[CH2:11][CH2:10]2)=[N:4][CH:5]=[CH:6][CH:7]=1.[O:22]1[CH2:27][CH:26]=[C:25](B2OC(C)(C)C(C)(C)O2)[CH2:24][CH2:23]1.C([O-])([O-])=O.[Na+].[Na+].